From a dataset of Full USPTO retrosynthesis dataset with 1.9M reactions from patents (1976-2016). Predict the reactants needed to synthesize the given product. (1) Given the product [CH3:8][O:9][C:10](=[O:12])[C:11]1[C:6]([NH2:7])=[CH:5][CH:4]=[C:3]([N+:14]([O-:16])=[O:15])[C:2]=1[CH3:1], predict the reactants needed to synthesize it. The reactants are: [CH3:1][C:2]1[C:11]2[C:10](=[O:12])[O:9][C:8](=O)[NH:7][C:6]=2[CH:5]=[CH:4][C:3]=1[N+:14]([O-:16])=[O:15].NC1C=CC=C(C)C=1C(O)=O.C(=O)([O-])[O-].[Na+].[Na+]. (2) Given the product [CH3:22][O:21][C:15]1[CH:20]=[CH:19][C:18]([C:8](=[O:9])[CH2:7][C:1]2[CH:6]=[CH:5][CH:4]=[CH:3][CH:2]=2)=[CH:17][CH:16]=1, predict the reactants needed to synthesize it. The reactants are: [C:1]1([CH2:7][C:8](Cl)=[O:9])[CH:6]=[CH:5][CH:4]=[CH:3][CH:2]=1.[Cl-].[Cl-].[Cl-].[Al+3].[C:15]1([O:21][CH3:22])[CH:20]=[CH:19][CH:18]=[CH:17][CH:16]=1. (3) Given the product [CH3:17][O:16][C:13]1[CH:12]=[CH:11][C:10]([CH2:8][C:5]2[CH:6]=[CH:7][C:2]([Br:1])=[CH:3][CH:4]=2)=[CH:15][CH:14]=1, predict the reactants needed to synthesize it. The reactants are: [Br:1][C:2]1[CH:7]=[CH:6][C:5]([C:8]([C:10]2[CH:15]=[CH:14][C:13]([O:16][CH3:17])=[CH:12][CH:11]=2)=O)=[CH:4][CH:3]=1.C([SiH](CC)CC)C.[OH-].[Na+]. (4) Given the product [Br:1][C:2]1[CH:3]=[C:4]([CH:8]=[C:9]([I:11])[CH:10]=1)[C:5]([O:7][CH3:13])=[O:6], predict the reactants needed to synthesize it. The reactants are: [Br:1][C:2]1[CH:3]=[C:4]([CH:8]=[C:9]([I:11])[CH:10]=1)[C:5]([OH:7])=[O:6].Cl.[CH3:13]O. (5) Given the product [CH3:21][O:22][N:23]=[C:10]([CH2:9][CH2:8][C:5]1[CH:6]=[CH:7][C:2]([Cl:1])=[CH:3][CH:4]=1)[CH2:11][F:12], predict the reactants needed to synthesize it. The reactants are: [Cl:1][C:2]1[CH:7]=[CH:6][C:5]([CH2:8][CH2:9][C:10](=O)[CH2:11][F:12])=[CH:4][CH:3]=1.N1C=CC=CC=1.Cl.[CH3:21][O:22][NH2:23].